This data is from Forward reaction prediction with 1.9M reactions from USPTO patents (1976-2016). The task is: Predict the product of the given reaction. Given the reactants [F:1][C:2]1[CH:7]=[CH:6][C:5]([N:8]([CH3:20])[CH:9]2[CH2:12][N:11](C(OC(C)(C)C)=O)[CH2:10]2)=[C:4]([CH3:21])[CH:3]=1, predict the reaction product. The product is: [F:1][C:2]1[CH:7]=[CH:6][C:5]([N:8]([CH3:20])[CH:9]2[CH2:12][NH:11][CH2:10]2)=[C:4]([CH3:21])[CH:3]=1.